Dataset: Reaction yield outcomes from USPTO patents with 853,638 reactions. Task: Predict the reaction yield, written as a fraction of the theoretical maximum amount of product (1.0 means a 100% yield; for example, 0.34 means a 34% yield). The reactants are CCN(C(C)C)C(C)C.[C:10]1([NH:16][C:17]2[CH:25]=[CH:24][C:20]([C:21]([OH:23])=O)=[CH:19][CH:18]=2)[CH:15]=[CH:14][CH:13]=[CH:12][CH:11]=1.CCN=C=NCCCN(C)C.C1C=CC2N(O)N=NC=2C=1.[NH2:47][CH2:48][C:49]([N:51]1[CH2:56][CH2:55][N:54]([C:57](=[O:67])[C:58]2[CH:63]=[C:62]([O:64][CH3:65])[CH:61]=[CH:60][C:59]=2[Br:66])[CH2:53][CH2:52]1)=[O:50].C(O)(C(F)(F)F)=O. The catalyst is CN(C=O)C.O. The product is [Br:66][C:59]1[CH:60]=[CH:61][C:62]([O:64][CH3:65])=[CH:63][C:58]=1[C:57]([N:54]1[CH2:53][CH2:52][N:51]([C:49](=[O:50])[CH2:48][NH:47][C:21](=[O:23])[C:20]2[CH:19]=[CH:18][C:17]([NH:16][C:10]3[CH:11]=[CH:12][CH:13]=[CH:14][CH:15]=3)=[CH:25][CH:24]=2)[CH2:56][CH2:55]1)=[O:67]. The yield is 0.670.